This data is from Reaction yield outcomes from USPTO patents with 853,638 reactions. The task is: Predict the reaction yield, written as a fraction of the theoretical maximum amount of product (1.0 means a 100% yield; for example, 0.34 means a 34% yield). (1) The reactants are [Cl:1][C:2]1[C:10]([CH3:11])=[N:9][C:8]2[N:4]([N:5]=[C:6]3[CH2:14][N:13]([C:15]([C:17]4[CH:22]=[CH:21][CH:20]=[CH:19][C:18]=4[O:23][CH:24]4[CH2:29][CH2:28][NH:27][CH2:26][CH2:25]4)=[O:16])[CH2:12][C:7]3=2)[C:3]=1[CH3:30].[CH3:31][C:32]([CH3:34])=O.CC(O)=O.C(O[BH-](OC(=O)C)OC(=O)C)(=O)C.[Na+]. The catalyst is C(Cl)Cl. The product is [Cl:1][C:2]1[C:10]([CH3:11])=[N:9][C:8]2[N:4]([N:5]=[C:6]3[CH2:14][N:13]([C:15]([C:17]4[CH:22]=[CH:21][CH:20]=[CH:19][C:18]=4[O:23][CH:24]4[CH2:29][CH2:28][N:27]([CH:32]([CH3:34])[CH3:31])[CH2:26][CH2:25]4)=[O:16])[CH2:12][C:7]3=2)[C:3]=1[CH3:30]. The yield is 0.410. (2) The reactants are [O:1]1[CH2:6][CH:5]=[C:4]([C:7]2[C:8]([F:33])=[C:9]([N:13]3[CH:18]=[C:17]([O:19][CH3:20])[C:16](=[O:21])[C:15]([C:22]4[N:26]([C:27]5[CH:32]=[CH:31][CH:30]=[CH:29][CH:28]=5)[N:25]=[CH:24][CH:23]=4)=[N:14]3)[CH:10]=[CH:11][CH:12]=2)[CH2:3][CH2:2]1. The catalyst is CO. The product is [F:33][C:8]1[C:7]([CH:4]2[CH2:5][CH2:6][O:1][CH2:2][CH2:3]2)=[CH:12][CH:11]=[CH:10][C:9]=1[N:13]1[CH:18]=[C:17]([O:19][CH3:20])[C:16](=[O:21])[C:15]([C:22]2[N:26]([C:27]3[CH:28]=[CH:29][CH:30]=[CH:31][CH:32]=3)[N:25]=[CH:24][CH:23]=2)=[N:14]1. The yield is 0.790. (3) The reactants are [F:1][C:2]([F:9])([F:8])[C:3]([F:7])=[C:4]([F:6])[F:5].[CH:10]([O:12][CH2:13][CH:14]1[CH2:19][CH2:18][CH:17]([CH2:20][OH:21])[CH2:16][CH2:15]1)=[CH2:11].C([O-])([O-])=O.[K+].[K+]. The catalyst is C(#N)C. The product is [F:5][C:4]([F:6])([O:21][CH2:20][CH:17]1[CH2:18][CH2:19][CH:14]([CH2:13][O:12][CH:10]=[CH2:11])[CH2:15][CH2:16]1)[CH:3]([F:7])[C:2]([F:9])([F:8])[F:1]. The yield is 0.760.